This data is from Forward reaction prediction with 1.9M reactions from USPTO patents (1976-2016). The task is: Predict the product of the given reaction. (1) The product is: [Cl:23][C:18]1[C:17]([C:15]([C:12]2[O:13][CH:14]=[C:10]([CH2:9][OH:8])[CH:11]=2)=[O:16])=[CH:22][N:21]=[CH:20][N:19]=1. Given the reactants [Si]([O:8][CH2:9][C:10]1[CH:11]=[C:12]([C:15]([C:17]2[C:18]([Cl:23])=[N:19][CH:20]=[N:21][CH:22]=2)=[O:16])[O:13][CH:14]=1)(C(C)(C)C)(C)C.Cl.CCOCC, predict the reaction product. (2) Given the reactants [F:1][C:2]([F:15])([F:14])[O:3][C:4]1[CH:5]=[C:6]([C:10](=O)[CH:11]=O)[CH:7]=[CH:8][CH:9]=1.I.[CH3:17][O:18][C:19]1[CH:24]=[CH:23][C:22]([C:25]([NH:27][NH2:28])=[NH:26])=[CH:21][CH:20]=1, predict the reaction product. The product is: [CH3:17][O:18][C:19]1[CH:20]=[CH:21][C:22]([C:25]2[N:27]=[N:28][CH:11]=[C:10]([C:6]3[CH:7]=[CH:8][CH:9]=[C:4]([O:3][C:2]([F:15])([F:14])[F:1])[CH:5]=3)[N:26]=2)=[CH:23][CH:24]=1. (3) Given the reactants [NH2:1][C:2]1[N:3]=[C:4]([NH:15][C:16]2[CH:21]=[CH:20][C:19]([N+:22]([O-])=O)=[CH:18][CH:17]=2)[S:5][C:6]=1[C:7]([C:9]1[CH:14]=[CH:13][CH:12]=[CH:11][CH:10]=1)=[O:8], predict the reaction product. The product is: [NH2:1][C:2]1[N:3]=[C:4]([NH:15][C:16]2[CH:17]=[CH:18][C:19]([NH2:22])=[CH:20][CH:21]=2)[S:5][C:6]=1[C:7]([C:9]1[CH:10]=[CH:11][CH:12]=[CH:13][CH:14]=1)=[O:8]. (4) Given the reactants O=[C:2]([C:13]1[CH:18]=[CH:17][N:16]=[CH:15][CH:14]=1)[CH2:3][N:4]1[CH:8]=[CH:7][CH:6]=[C:5]1[C:9]([O:11]C)=O.[CH2:19]([NH2:22])[CH2:20][NH2:21], predict the reaction product. The product is: [N:16]1[CH:17]=[CH:18][C:13]([C:2]23[NH:22][CH2:19][CH2:20][N:21]2[C:9](=[O:11])[C:5]2[N:4]([CH:8]=[CH:7][CH:6]=2)[CH2:3]3)=[CH:14][CH:15]=1.